From a dataset of Peptide-MHC class II binding affinity with 134,281 pairs from IEDB. Regression. Given a peptide amino acid sequence and an MHC pseudo amino acid sequence, predict their binding affinity value. This is MHC class II binding data. The peptide sequence is GIKVGYTAHIRKATE. The MHC is DRB1_1501 with pseudo-sequence DRB1_1501. The binding affinity (normalized) is 0.608.